From a dataset of Forward reaction prediction with 1.9M reactions from USPTO patents (1976-2016). Predict the product of the given reaction. (1) Given the reactants C(S)CCCCCCCCCCC.[Cl:14][C:15]1[CH:16]=[CH:17][C:18]([C:21]2[CH:26]=[CH:25][C:24]([O:27]C)=[CH:23][C:22]=2[F:29])=[N:19][CH:20]=1, predict the reaction product. The product is: [Cl:14][C:15]1[CH:16]=[CH:17][C:18]([C:21]2[CH:26]=[CH:25][C:24]([OH:27])=[CH:23][C:22]=2[F:29])=[N:19][CH:20]=1. (2) Given the reactants [O:1]1[CH2:5][CH2:4][CH:3]([OH:6])[CH2:2]1.C(N(CC)CC)C.[CH3:14][S:15](Cl)(=[O:17])=[O:16], predict the reaction product. The product is: [O:1]1[CH2:5][CH2:4][CH:3]([O:6][S:15]([CH3:14])(=[O:17])=[O:16])[CH2:2]1. (3) Given the reactants [CH3:1][CH:2]([N:4]1[C:8]2[N:9]=[C:10]([C:16]3[CH:20]=[CH:19][S:18][CH:17]=3)[CH:11]=[C:12]([C:13]([OH:15])=O)[C:7]=2[CH:6]=[N:5]1)[CH3:3].[NH2:21][CH2:22][C:23]1[C:24](=[O:31])[NH:25][C:26]([CH3:30])=[CH:27][C:28]=1[CH3:29].CN1CCOCC1.ON1C2N=CC=CC=2N=N1.C(Cl)CCl, predict the reaction product. The product is: [CH3:29][C:28]1[CH:27]=[C:26]([CH3:30])[NH:25][C:24](=[O:31])[C:23]=1[CH2:22][NH:21][C:13]([C:12]1[C:7]2[CH:6]=[N:5][N:4]([CH:2]([CH3:1])[CH3:3])[C:8]=2[N:9]=[C:10]([C:16]2[CH:20]=[CH:19][S:18][CH:17]=2)[CH:11]=1)=[O:15]. (4) Given the reactants O=S1(=O)[N:6]([CH2:7][C:8]2[CH:13]=[CH:12][CH:11]=[CH:10][CH:9]=2)[C@@H:5]([CH:14]([CH3:16])[CH3:15])[CH2:4]O1.[F-:18].C([N+](CCCC)(CCCC)CCCC)CCC, predict the reaction product. The product is: [CH2:7]([NH:6][C@@H:5]([CH:14]([CH3:16])[CH3:15])[CH2:4][F:18])[C:8]1[CH:13]=[CH:12][CH:11]=[CH:10][CH:9]=1. (5) Given the reactants [N+:1]([C:4]1[CH:9]=[CH:8][C:7]([C:10](=[O:15])[CH2:11][NH:12][CH:13]=O)=[CH:6][CH:5]=1)([O-:3])=[O:2].C1(C)C=CC=CC=1.P(Cl)(Cl)(Cl)=O.C(=O)([O-])[O-].[K+].[K+], predict the reaction product. The product is: [N+:1]([C:4]1[CH:5]=[CH:6][C:7]([C:10]2[O:15][CH:13]=[N:12][CH:11]=2)=[CH:8][CH:9]=1)([O-:3])=[O:2].